This data is from Full USPTO retrosynthesis dataset with 1.9M reactions from patents (1976-2016). The task is: Predict the reactants needed to synthesize the given product. (1) Given the product [C:23]1([O:22][C:20](=[O:21])[NH:1][C:2]2[CH:3]=[CH:4][C:5]3[CH2:6][CH2:7][CH:8]([OH:12])[CH2:9][C:10]=3[CH:11]=2)[CH:28]=[CH:27][CH:26]=[CH:25][CH:24]=1, predict the reactants needed to synthesize it. The reactants are: [NH2:1][C:2]1[CH:11]=[C:10]2[C:5]([CH2:6][CH2:7][CH:8]([OH:12])[CH2:9]2)=[CH:4][CH:3]=1.N1C=CC=CC=1.Cl[C:20]([O:22][C:23]1[CH:28]=[CH:27][CH:26]=[CH:25][CH:24]=1)=[O:21].O. (2) Given the product [C:35]([O:34][C:32](=[O:33])[NH:31][C@@H:27]1[CH2:28][CH2:29][CH2:30][N:25]([C:23]2[C:22]([OH:39])=[CH:21][N:20]=[C:19]3[NH:18][CH:17]=[C:16]([NH:15][C:13]([C:11]4[CH:10]=[N:9][N:8]([CH2:1][C:2]5[CH:3]=[CH:4][CH:5]=[CH:6][CH:7]=5)[CH:12]=4)=[O:14])[C:24]=23)[CH2:26]1)([CH3:38])([CH3:36])[CH3:37], predict the reactants needed to synthesize it. The reactants are: [CH2:1]([N:8]1[CH:12]=[C:11]([C:13]([NH:15][C:16]2[C:24]3[C:19](=[N:20][CH:21]=[C:22]([O:39]C(=O)C(C)(C)C)[C:23]=3[N:25]3[CH2:30][CH2:29][CH2:28][C@@H:27]([NH:31][C:32]([O:34][C:35]([CH3:38])([CH3:37])[CH3:36])=[O:33])[CH2:26]3)[NH:18][CH:17]=2)=[O:14])[CH:10]=[N:9]1)[C:2]1[CH:7]=[CH:6][CH:5]=[CH:4][CH:3]=1.[OH-].[Na+]. (3) Given the product [CH3:14][N:8]1[C:7]([C:1]2[CH:2]=[CH:3][CH:4]=[CH:5][CH:6]=2)=[CH:12][S:11][CH2:10][C:9]1=[O:13], predict the reactants needed to synthesize it. The reactants are: [C:1]1([C:7]2[NH:8][C:9](=[O:13])[CH2:10][S:11][CH:12]=2)[CH:6]=[CH:5][CH:4]=[CH:3][CH:2]=1.[C:14](=O)([O-])[O-].[K+].[K+].CI. (4) Given the product [CH3:16][C:15]1[O:14][C:13]([C:17]2[CH:22]=[CH:21][CH:20]=[CH:19][CH:18]=2)=[N:12][C:11]=1[CH2:10][O:9][C:6]1[N:7]=[CH:8][C:3]([CH2:2][O:23][C:24]2[CH:29]=[CH:28][CH:27]=[CH:26][C:25]=2[CH2:30][C:31]([O:33][CH3:34])=[O:32])=[CH:4][CH:5]=1, predict the reactants needed to synthesize it. The reactants are: Cl[CH2:2][C:3]1[CH:4]=[CH:5][C:6]([O:9][CH2:10][C:11]2[N:12]=[C:13]([C:17]3[CH:22]=[CH:21][CH:20]=[CH:19][CH:18]=3)[O:14][C:15]=2[CH3:16])=[N:7][CH:8]=1.[OH:23][C:24]1[CH:29]=[CH:28][CH:27]=[CH:26][C:25]=1[CH2:30][C:31]([O:33][CH3:34])=[O:32].CN(C)C=O. (5) Given the product [Cl:19][C:20]1[CH:21]=[C:22]([C@@H:30]([CH2:34][C@H:35]2[CH2:39][CH2:38][C:37](=[O:40])[CH2:36]2)[C:31]([NH:1][C:2]2[CH:6]=[CH:5][N:4]([CH2:7][CH2:8][CH2:9][OH:10])[N:3]=2)=[O:32])[CH:23]=[CH:24][C:25]=1[S:26]([CH3:29])(=[O:28])=[O:27], predict the reactants needed to synthesize it. The reactants are: [NH2:1][C:2]1[CH:6]=[CH:5][N:4]([CH2:7][CH2:8][CH2:9][OH:10])[N:3]=1.N1C(C)=CC=CC=1C.[Cl:19][C:20]1[CH:21]=[C:22]([C@@H:30]([CH2:34][C@H:35]2[CH2:39][CH2:38][C:37](=[O:40])[CH2:36]2)[C:31](Cl)=[O:32])[CH:23]=[CH:24][C:25]=1[S:26]([CH3:29])(=[O:28])=[O:27]. (6) Given the product [CH3:1][O:2][CH2:29][CH:15]1[CH2:16][CH:17]([C:19]2[CH:24]=[CH:23][C:22]([C:25]([F:28])([F:27])[F:26])=[CH:21][CH:20]=2)[CH2:18][N:13]([C:11]([N:5]2[CH2:10][CH2:9][O:8][CH2:7][CH2:6]2)=[O:12])[CH2:14]1, predict the reactants needed to synthesize it. The reactants are: [CH3:1][OH:2].[H-].[Na+].[N:5]1([C:11]([N:13]2[CH2:18][CH:17]([C:19]3[CH:24]=[CH:23][C:22]([C:25]([F:28])([F:27])[F:26])=[CH:21][CH:20]=3)[CH2:16][CH:15]([CH2:29]S([O-])(=O)=O)[CH2:14]2)=[O:12])[CH2:10][CH2:9][O:8][CH2:7][CH2:6]1.O. (7) Given the product [CH2:2]([N:1]1[C:11]2[C:6](=[CH:7][CH:8]=[CH:9][CH:10]=2)/[C:4](=[N:21]/[NH:20][C:18](=[O:19])[C:17]2[CH:16]=[CH:15][C:14]([O:13][CH3:12])=[CH:23][CH:22]=2)/[C:2]1=[O:3])[CH2:4][CH2:6][CH2:7][CH2:8][CH3:9], predict the reactants needed to synthesize it. The reactants are: [NH:1]1[C:11]2[C:6](=[CH:7][CH:8]=[CH:9][CH:10]=2)[C:4](=O)[C:2]1=[O:3].[CH3:12][O:13][C:14]1[CH:23]=[CH:22][C:17]([C:18]([NH:20][NH2:21])=[O:19])=[CH:16][CH:15]=1.